From a dataset of Reaction yield outcomes from USPTO patents with 853,638 reactions. Predict the reaction yield, written as a fraction of the theoretical maximum amount of product (1.0 means a 100% yield; for example, 0.34 means a 34% yield). The reactants are [Cl:1][C:2]1[CH:3]=[C:4]2[C:9](=[CH:10][C:11]=1F)[O:8][CH:7]([C:13]([F:16])([F:15])[F:14])[C:6]([C:17]([O:19][CH2:20][CH3:21])=[O:18])=[CH:5]2.[CH3:22][C:23]([CH3:28])([CH3:27])[CH2:24][CH2:25][NH2:26].C([O-])([O-])=O.[K+].[K+]. The catalyst is CN(C=O)C. The product is [Cl:1][C:2]1[CH:3]=[C:4]2[C:9](=[CH:10][C:11]=1[NH:26][CH2:25][CH2:24][C:23]([CH3:28])([CH3:27])[CH3:22])[O:8][CH:7]([C:13]([F:16])([F:15])[F:14])[C:6]([C:17]([O:19][CH2:20][CH3:21])=[O:18])=[CH:5]2. The yield is 0.870.